Task: Predict the product of the given reaction.. Dataset: Forward reaction prediction with 1.9M reactions from USPTO patents (1976-2016) (1) Given the reactants [C:1]([O:5][C:6]([NH:8][C@H:9]([C:18](OC)=[O:19])[CH2:10][S:11][C:12]1[CH:17]=[CH:16][CH:15]=[CH:14][CH:13]=1)=[O:7])([CH3:4])([CH3:3])[CH3:2].CC(C[AlH]CC(C)C)C, predict the reaction product. The product is: [CH:18]([C@@H:9]([NH:8][C:6](=[O:7])[O:5][C:1]([CH3:3])([CH3:2])[CH3:4])[CH2:10][S:11][C:12]1[CH:17]=[CH:16][CH:15]=[CH:14][CH:13]=1)=[O:19]. (2) Given the reactants [CH2:1]([N:4]([CH3:20])[CH2:5][CH2:6][CH2:7][C:8]#[C:9][C:10]1[CH:11]=[C:12]2[C:16](=[CH:17][CH:18]=1)[NH:15][CH:14]=[C:13]2[CH3:19])[CH:2]=[CH2:3].I[C:22]1[CH:27]=[CH:26][C:25]([C:28]([F:31])([F:30])[F:29])=[CH:24][CH:23]=1, predict the reaction product. The product is: [CH2:1]([N:4]([CH3:20])[CH2:5][CH2:6][CH2:7][C:8]#[C:9][C:10]1[CH:11]=[C:12]2[C:16](=[CH:17][CH:18]=1)[N:15]([C:22]1[CH:27]=[CH:26][C:25]([C:28]([F:31])([F:30])[F:29])=[CH:24][CH:23]=1)[CH:14]=[C:13]2[CH3:19])[CH:2]=[CH2:3].